The task is: Regression. Given two drug SMILES strings and cell line genomic features, predict the synergy score measuring deviation from expected non-interaction effect.. This data is from Merck oncology drug combination screen with 23,052 pairs across 39 cell lines. (1) Drug 1: CCC1=CC2CN(C1)Cc1c([nH]c3ccccc13)C(C(=O)OC)(c1cc3c(cc1OC)N(C)C1C(O)(C(=O)OC)C(OC(C)=O)C4(CC)C=CCN5CCC31C54)C2. Drug 2: CCc1cnn2c(NCc3ccc[n+]([O-])c3)cc(N3CCCCC3CCO)nc12. Cell line: SKMES1. Synergy scores: synergy=-7.77. (2) Drug 1: CCC1(O)C(=O)OCc2c1cc1n(c2=O)Cc2cc3c(CN(C)C)c(O)ccc3nc2-1. Drug 2: Cn1cc(-c2cnn3c(N)c(Br)c(C4CCCNC4)nc23)cn1. Cell line: SKMES1. Synergy scores: synergy=-17.1. (3) Drug 1: C=CCn1c(=O)c2cnc(Nc3ccc(N4CCN(C)CC4)cc3)nc2n1-c1cccc(C(C)(C)O)n1. Drug 2: Cc1nc(Nc2ncc(C(=O)Nc3c(C)cccc3Cl)s2)cc(N2CCN(CCO)CC2)n1. Cell line: PA1. Synergy scores: synergy=22.9. (4) Drug 1: NC1(c2ccc(-c3nc4ccn5c(=O)[nH]nc5c4cc3-c3ccccc3)cc2)CCC1. Drug 2: O=C(NOCC(O)CO)c1ccc(F)c(F)c1Nc1ccc(I)cc1F. Cell line: COLO320DM. Synergy scores: synergy=-1.43.